From a dataset of Catalyst prediction with 721,799 reactions and 888 catalyst types from USPTO. Predict which catalyst facilitates the given reaction. (1) Reactant: [NH:1]1[C:9]2[C:4](=[CH:5][CH:6]=[CH:7][N:8]=2)[CH:3]=[CH:2]1.C1C=C(Cl)C=C(C(OO)=[O:18])C=1. Product: [NH:1]1[C:9]2=[N+:8]([O-:18])[CH:7]=[CH:6][CH:5]=[C:4]2[CH:3]=[CH:2]1. The catalyst class is: 216. (2) Reactant: [CH3:1][O:2][C:3]1[CH:8]=[CH:7][C:6]([C:9]2[CH:10]=[N:11][CH:12]=[C:13]3[C:18]=2[N:17]=[C:16]([C:19](O)=[O:20])[CH:15]=[CH:14]3)=[CH:5][CH:4]=1.[CH3:22][NH:23][CH2:24][C:25]1[CH:30]=[CH:29][CH:28]=[CH:27][CH:26]=1.O.ON1C2C=CC=CC=2N=N1.Cl.CN(C)CCCN=C=NCC. Product: [CH2:24]([N:23]([CH3:22])[C:19]([C:16]1[CH:15]=[CH:14][C:13]2[C:18](=[C:9]([C:6]3[CH:7]=[CH:8][C:3]([O:2][CH3:1])=[CH:4][CH:5]=3)[CH:10]=[N:11][CH:12]=2)[N:17]=1)=[O:20])[C:25]1[CH:30]=[CH:29][CH:28]=[CH:27][CH:26]=1. The catalyst class is: 4. (3) Reactant: C(OC([N:8]1[CH2:13][CH2:12][CH:11]([C:14]2[S:18]/[C:17](=[N:19]\[S:20]([C:23]3[CH:31]=[CH:30][CH:29]=[CH:28][C:24]=3[C:25]([OH:27])=[O:26])(=[O:22])=[O:21])/[N:16]([CH2:32][C:33]3[C:42]4[C:37](=[CH:38][CH:39]=[CH:40][CH:41]=4)[CH:36]=[CH:35][CH:34]=3)[CH:15]=2)[CH2:10][CH2:9]1)=O)(C)(C)C.[ClH:43].O1CCOCC1. Product: [ClH:43].[C:33]1([CH2:32][N:16]2[CH:15]=[C:14]([CH:11]3[CH2:12][CH2:13][NH:8][CH2:9][CH2:10]3)[S:18]/[C:17]/2=[N:19]\[S:20]([C:23]2[CH:31]=[CH:30][CH:29]=[CH:28][C:24]=2[C:25]([OH:27])=[O:26])(=[O:22])=[O:21])[C:42]2[C:37](=[CH:38][CH:39]=[CH:40][CH:41]=2)[CH:36]=[CH:35][CH:34]=1. The catalyst class is: 15. (4) The catalyst class is: 73. Reactant: Cl[C:2]1[CH:3]=[C:4]([C:9]2[N:13]3[C:14]4[N:22]=[C:21]([O:23][CH3:24])[CH:20]=[CH:19][C:15]=4[N:16]=[C:17]([CH3:18])[C:12]3=[C:11]([CH3:25])[N:10]=2)[CH:5]=[C:6](Cl)[CH:7]=1.[CH3:26][N:27]([CH3:39])[C:28](C1C=C(B(O)O)C=CC=1)=[O:29].C([O-])([O-])=O.[K+].[K+]. Product: [CH3:24][O:23][C:21]1[CH:20]=[CH:19][C:15]2[N:16]=[C:17]([CH3:18])[C:12]3[N:13]([C:9]([C:4]4[CH:3]=[C:2]([CH:7]=[CH:6][CH:5]=4)[C:28]([N:27]([CH3:39])[CH3:26])=[O:29])=[N:10][C:11]=3[CH3:25])[C:14]=2[N:22]=1.